This data is from Choline transporter screen with 302,306 compounds. The task is: Binary Classification. Given a drug SMILES string, predict its activity (active/inactive) in a high-throughput screening assay against a specified biological target. (1) The molecule is FC(F)Oc1ccc(/C=C\C(OCC(=O)NC2CCCCC2)=O)cc1. The result is 0 (inactive). (2) The compound is o1c(cc(=O)c(OC)c1)/C=C\C(O)=O. The result is 0 (inactive). (3) The compound is s1c(NC(=O)COC)c(c(c1C(=O)C)C)C(OCC)=O. The result is 0 (inactive). (4) The drug is O=C1N(C(=O)c2c1c([N+]([O-])=O)ccc2)CC(=O)NCc1ccccc1. The result is 0 (inactive). (5) The drug is S(=O)(=O)(N1CCN(CC1)C(=O)C1OCCC1)c1ccc(F)cc1. The result is 0 (inactive). (6) The molecule is S(Cc1cc([N+]([O-])=O)ccc1)c1nc([nH]n1)N. The result is 0 (inactive). (7) The molecule is Clc1c(Oc2ccc(N\C=C\C(=O)c3occc3)cc2)cccc1. The result is 0 (inactive). (8) The drug is o1c(NC2=NCCCCC2)nnc1C. The result is 0 (inactive).